Dataset: NCI-60 drug combinations with 297,098 pairs across 59 cell lines. Task: Regression. Given two drug SMILES strings and cell line genomic features, predict the synergy score measuring deviation from expected non-interaction effect. Drug 1: CC1=CC2C(CCC3(C2CCC3(C(=O)C)OC(=O)C)C)C4(C1=CC(=O)CC4)C. Drug 2: CCC1(CC2CC(C3=C(CCN(C2)C1)C4=CC=CC=C4N3)(C5=C(C=C6C(=C5)C78CCN9C7C(C=CC9)(C(C(C8N6C=O)(C(=O)OC)O)OC(=O)C)CC)OC)C(=O)OC)O.OS(=O)(=O)O. Cell line: HT29. Synergy scores: CSS=43.9, Synergy_ZIP=5.47, Synergy_Bliss=7.88, Synergy_Loewe=-25.6, Synergy_HSA=7.00.